Dataset: Full USPTO retrosynthesis dataset with 1.9M reactions from patents (1976-2016). Task: Predict the reactants needed to synthesize the given product. (1) Given the product [Cl:1][C:2]1[N:3]=[CH:4][C:5]([O:8][C:10]2[C:19]3[C:14](=[CH:15][C:16]([O:22][CH3:23])=[C:17]([O:20][CH3:21])[CH:18]=3)[N:13]=[CH:12][CH:11]=2)=[CH:6][CH:7]=1, predict the reactants needed to synthesize it. The reactants are: [Cl:1][C:2]1[CH:7]=[CH:6][C:5]([OH:8])=[CH:4][N:3]=1.Cl[C:10]1[C:19]2[C:14](=[CH:15][C:16]([O:22][CH3:23])=[C:17]([O:20][CH3:21])[CH:18]=2)[N:13]=[CH:12][CH:11]=1.O. (2) Given the product [Cl:17][C:13]1[CH:12]=[C:11]([CH:16]=[CH:15][CH:14]=1)[C:10]([N:9]=[C:7]1[N:6]([CH:26]([CH2:31][CH3:32])[C:27]([OH:29])=[O:28])[C:5]2[CH:19]=[C:20]([C:21]([F:22])([F:23])[F:24])[C:2]([F:1])=[CH:3][C:4]=2[S:8]1)=[O:18], predict the reactants needed to synthesize it. The reactants are: [F:1][C:2]1[C:20]([C:21]([F:24])([F:23])[F:22])=[CH:19][C:5]2[NH:6][C:7](=[N:9][C:10](=[O:18])[C:11]3[CH:16]=[CH:15][CH:14]=[C:13]([Cl:17])[CH:12]=3)[S:8][C:4]=2[CH:3]=1.Br[CH:26]([CH2:31][CH3:32])[C:27]([O:29]C)=[O:28].ClC1C=CC2NC(=NC(=O)C3C=CC=C(C(F)(F)F)C=3)SC=2C=1F.BrCC(OCC)=O.